This data is from Drug-target binding data from BindingDB using Ki measurements. The task is: Regression. Given a target protein amino acid sequence and a drug SMILES string, predict the binding affinity score between them. We predict pKi (pKi = -log10(Ki in M); higher means stronger inhibition). Dataset: bindingdb_ki. (1) The drug is OCC1Cc2ccc(Cl)c(Cl)c2CN1. The target protein (P10938) has sequence MSGTDRSQAAGAVPDSDPGLAAVSSAYQRFEPRAYLRNNYAPPRGDLSCPDGVGPWKLRCLAQTFATGEVSGRTLIDIGSGPTIYQLLSACAHFEDITMTDFLEVNRQELRLWLREEPGAFDWSVYSQHVCLIEGKGESWQEKECQLRARVKRILPIDVHRPQPLGAGGLAPLPADALVSAFCLEAVSPDLASFQRALDHITTLLRPGGHLLLIGALEESWYLAGEARLAVVPVREEEVREALVRTATRCGICARTPMPAHLQTGVDDVKGIFFTRAQKKVGV. The pKi is 6.4. (2) The target is MLLARMKPQVQPELGGADQ. The compound is CN1CCC(c2ccc(Cl)cc2)[C@@H](C(=O)O)C1. The pKi is 7.0. (3) The compound is CC(C)C[C@@H](N)CO. The target protein (P28838) has sequence MFLLPLPAAGRVVVRRLAVRRFGSRSLSTADMTKGLVLGIYSKEKEDDVPQFTSAGENFDKLLAGKLRETLNISGPPLKAGKTRTFYGLHQDFPSVVLVGLGKKAAGIDEQENWHEGKENIRAAVAAGCRQIQDLELSSVEVDPCGDAQAAAEGAVLGLYEYDDLKQKKKMAVSAKLYGSGDQEAWQKGVLFASGQNLARQLMETPANEMTPTRFAEIIEKNLKSASSKTEVHIRPKSWIEEQAMGSFLSVAKGSDEPPVFLEIHYKGSPNANEPPLVFVGKGITFDSGGISIKASANMDLMRADMGGAATICSAIVSAAKLNLPINIIGLAPLCENMPSGKANKPGDVVRAKNGKTIQVDNTDAEGRLILADALCYAHTFNPKVILNAATLTGAMDVALGSGATGVFTNSSWLWNKLFEASIETGDRVWRMPLFEHYTRQVVDCQLADVNNIGKYRSAGACTAAAFLKEFVTHPKWAHLDIAGVMTNKDEVPYLRKGMT.... The pKi is 3.0.